Dataset: Forward reaction prediction with 1.9M reactions from USPTO patents (1976-2016). Task: Predict the product of the given reaction. Given the reactants [C:1]([Si:5]([CH3:36])([CH3:35])[O:6][C:7]1[CH:12]=[CH:11][C:10]([C:13]([C:18]2[CH:23]=[CH:22][C:21]([C:24]#[C:25][C:26]([C:28]3([CH2:31][CH3:32])[CH2:30][CH2:29]3)=[O:27])=[C:20]([CH3:33])[CH:19]=2)([CH2:16][CH3:17])[CH2:14][CH3:15])=[CH:9][C:8]=1[CH3:34])([CH3:4])([CH3:3])[CH3:2].[BH4-].[Na+], predict the reaction product. The product is: [C:1]([Si:5]([CH3:35])([CH3:36])[O:6][C:7]1[CH:12]=[CH:11][C:10]([C:13]([C:18]2[CH:23]=[CH:22][C:21]([C:24]#[C:25][CH:26]([C:28]3([CH2:31][CH3:32])[CH2:29][CH2:30]3)[OH:27])=[C:20]([CH3:33])[CH:19]=2)([CH2:14][CH3:15])[CH2:16][CH3:17])=[CH:9][C:8]=1[CH3:34])([CH3:2])([CH3:4])[CH3:3].